From a dataset of Reaction yield outcomes from USPTO patents with 853,638 reactions. Predict the reaction yield, written as a fraction of the theoretical maximum amount of product (1.0 means a 100% yield; for example, 0.34 means a 34% yield). (1) The reactants are Cl.[CH3:2][O:3][NH:4][CH3:5].[CH2:6]([O:13][C:14]([NH:16][C@@H:17]([CH3:21])[C:18]([OH:20])=O)=[O:15])[C:7]1[CH:12]=[CH:11][CH:10]=[CH:9][CH:8]=1.[Cl-].COC1N=C(OC)N=C([N+]2(C)CCOCC2)N=1. The catalyst is [OH-].[Na+].C(#N)C. The product is [CH3:2][O:3][N:4]([CH3:5])[C:18](=[O:20])[C@@H:17]([NH:16][C:14](=[O:15])[O:13][CH2:6][C:7]1[CH:8]=[CH:9][CH:10]=[CH:11][CH:12]=1)[CH3:21]. The yield is 0.930. (2) The reactants are Br[CH2:2][C:3]([C:5]1[C:10]([CH3:11])=[CH:9][C:8]([S:12]([CH3:15])(=[O:14])=[O:13])=[CH:7][C:6]=1[CH3:16])=O.[NH2:17][C:18]([NH2:20])=[S:19]. The catalyst is CCO. The product is [CH3:16][C:6]1[CH:7]=[C:8]([S:12]([CH3:15])(=[O:14])=[O:13])[CH:9]=[C:10]([CH3:11])[C:5]=1[C:3]1[N:17]=[C:18]([NH2:20])[S:19][CH:2]=1. The yield is 0.470.